From a dataset of Forward reaction prediction with 1.9M reactions from USPTO patents (1976-2016). Predict the product of the given reaction. (1) Given the reactants [Cl:1][C:2]1[C:3]([O:12][C:13]2[CH:14]=[N:15][C:16]([CH:20]3[CH2:22][CH2:21]3)=[C:17]([Cl:19])[CH:18]=2)=[CH:4][C:5]([F:11])=[C:6]([CH:10]=1)[C:7](O)=[O:8].[CH3:23][S:24]([NH2:27])(=[O:26])=[O:25].CCCP1(OP(CCC)(=O)OP(CCC)(=O)O1)=O, predict the reaction product. The product is: [Cl:1][C:2]1[C:3]([O:12][C:13]2[CH:14]=[N:15][C:16]([CH:20]3[CH2:22][CH2:21]3)=[C:17]([Cl:19])[CH:18]=2)=[CH:4][C:5]([F:11])=[C:6]([CH:10]=1)[C:7]([NH:27][S:24]([CH3:23])(=[O:26])=[O:25])=[O:8]. (2) Given the reactants [CH2:1]([N:5]([CH3:19])[C:6]1[C:15]2[C:10](=[CH:11][CH:12]=[C:13]([C:16]([OH:18])=O)[CH:14]=2)[CH:9]=[CH:8][N:7]=1)[CH2:2][CH2:3][CH3:4].C(N(CC)C(C)C)(C)C.CN(C(ON1N=NC2C=CC=CC1=2)=[N+](C)C)C.F[P-](F)(F)(F)(F)F.[NH2:53][C@@H:54]([CH2:68][C:69]1[CH:74]=[C:73]([F:75])[CH:72]=[C:71]([F:76])[CH:70]=1)[C@H:55]([OH:67])[CH2:56][NH:57][CH2:58][C:59]1[CH:64]=[CH:63][CH:62]=[C:61]([CH2:65][CH3:66])[CH:60]=1, predict the reaction product. The product is: [CH2:1]([N:5]([CH3:19])[C:6]1[C:15]2[C:10](=[CH:11][CH:12]=[C:13]([C:16]([NH:53][C@@H:54]([CH2:68][C:69]3[CH:70]=[C:71]([F:76])[CH:72]=[C:73]([F:75])[CH:74]=3)[C@H:55]([OH:67])[CH2:56][NH:57][CH2:58][C:59]3[CH:64]=[CH:63][CH:62]=[C:61]([CH2:65][CH3:66])[CH:60]=3)=[O:18])[CH:14]=2)[CH:9]=[CH:8][N:7]=1)[CH2:2][CH2:3][CH3:4]. (3) Given the reactants COC[O:4][C:5]1[C:13]2[CH:12]=[C:11]([C:14]3[O:15][C:16]([CH3:19])=[N:17][N:18]=3)[S:10][C:9]=2[CH:8]=[CH:7][CH:6]=1, predict the reaction product. The product is: [OH:4][C:5]1[C:13]2[CH:12]=[C:11]([C:14]3[O:15][C:16]([CH3:19])=[N:17][N:18]=3)[S:10][C:9]=2[CH:8]=[CH:7][CH:6]=1. (4) The product is: [CH3:1][O:2][C:3]1[C:8]2=[CH:9][CH:10]=[C:11]3[CH2:18][CH2:17][C@@H:16]([C:19]4[O:21][N:22]=[C:23]([C:25]5[NH:26][CH:27]=[C:28]([CH3:30])[CH:29]=5)[N:24]=4)[CH2:15][N:12]3[C:13](=[O:14])[C@@H:7]2[CH2:6][CH2:5][CH:4]=1. Given the reactants [CH3:1][O:2][C:3]1[C:8]2[CH2:9][CH2:10][C@@H:11]3[CH2:18][CH2:17][C@@H:16]([C:19]([O:21][N:22]=[C:23]([C:25]4[NH:26][CH:27]=[C:28]([CH3:30])[CH:29]=4)[NH2:24])=O)[CH2:15][N:12]3[C:13](=[O:14])[C:7]=2[CH:6]=[CH:5][CH:4]=1, predict the reaction product. (5) Given the reactants C[O:2][CH:3](OC)[CH2:4][N:5]([CH2:23][C:24]1[N:28]([CH3:29])[C:27]2[CH:30]=[CH:31][CH:32]=[CH:33][C:26]=2[N:25]=1)[C:6](=[O:22])[O:7][CH2:8][CH:9]1[C:21]2[CH:20]=[CH:19][CH:18]=[CH:17][C:16]=2[C:15]2[C:10]1=[CH:11][CH:12]=[CH:13][CH:14]=2.Cl, predict the reaction product. The product is: [CH:20]1[C:21]2[CH:9]([CH2:8][O:7][C:6](=[O:22])[N:5]([CH2:23][C:24]3[N:28]([CH3:29])[C:27]4[CH:30]=[CH:31][CH:32]=[CH:33][C:26]=4[N:25]=3)[CH2:4][CH:3]=[O:2])[C:10]3[C:15](=[CH:14][CH:13]=[CH:12][CH:11]=3)[C:16]=2[CH:17]=[CH:18][CH:19]=1. (6) The product is: [N:11]1([CH2:10][CH2:9][CH:8]([C:5]2[CH:6]=[CH:7][C:2]([C:31]3[CH:32]=[N:33][NH:34][CH:35]=3)=[CH:3][CH:4]=2)[O:16][C:17]2[CH:22]=[CH:21][CH:20]=[CH:19][CH:18]=2)[CH:15]=[CH:14][N:13]=[CH:12]1. Given the reactants Br[C:2]1[CH:7]=[CH:6][C:5]([CH:8]([O:16][C:17]2[CH:22]=[CH:21][CH:20]=[CH:19][CH:18]=2)[CH2:9][CH2:10][N:11]2[CH:15]=[CH:14][N:13]=[CH:12]2)=[CH:4][CH:3]=1.CC1(C)C(C)(C)OB([C:31]2[CH:32]=[N:33][NH:34][CH:35]=2)O1, predict the reaction product. (7) Given the reactants S(O[CH2:6][CH2:7][CH2:8][CH2:9][CH:10]1[C:18]2[C:13](=[CH:14][CH:15]=[CH:16][CH:17]=2)[NH:12][C:11]1=[O:19])(C)(=O)=O.[Cl:20][C:21]1[CH:26]=[CH:25][C:24]([N:27]2[CH2:32][CH2:31][NH:30][CH2:29][CH2:28]2)=[CH:23][CH:22]=1, predict the reaction product. The product is: [Cl:20][C:21]1[CH:22]=[CH:23][C:24]([N:27]2[CH2:32][CH2:31][N:30]([CH2:6][CH2:7][CH2:8][CH2:9][CH:10]3[C:18]4[C:13](=[CH:14][CH:15]=[CH:16][CH:17]=4)[NH:12][C:11]3=[O:19])[CH2:29][CH2:28]2)=[CH:25][CH:26]=1.